This data is from Catalyst prediction with 721,799 reactions and 888 catalyst types from USPTO. The task is: Predict which catalyst facilitates the given reaction. (1) Reactant: C1S[C@H](CO)O[C@@H]1N1C(=O)N=[C:11](N)[CH:10]=[CH:9]1.[CH2:25]1[CH2:30][CH2:29][CH:28](N=C=N[CH:25]2[CH2:30][CH2:29][CH2:28][CH2:27][CH2:26]2)[CH2:27][CH2:26]1.[CH:31]1[CH:32]=[CH:33][C:34]2N(O)N=N[C:35]=2[CH:36]=1.C(Cl)Cl.C[N:45]([CH:47]=[O:48])C. Product: [C:47]([NH2:45])(=[O:48])[CH2:29][CH2:30][CH:25]=[CH:26][CH2:27][CH:28]=[CH:36][CH2:35][CH:34]=[CH:33][CH2:32][CH:31]=[CH:26][CH2:27][CH:28]=[CH:29][CH2:30][CH:25]=[CH:9][CH2:10][CH3:11]. The catalyst class is: 142. (2) Reactant: [F:1][C:2]1[CH:7]=[CH:6][CH:5]=[C:4]([F:8])[C:3]=1[N:9]1[C:13]2[N:14]=[C:15](S(C)(=O)=O)[N:16]=[CH:17][C:12]=2[CH:11]=[C:10]1[C:22]([C:24]1[CH:29]=[CH:28][C:27]([F:30])=[CH:26][CH:25]=1)=[O:23].[NH2:31][CH:32]1[CH2:37][CH2:36][O:35][CH2:34][CH2:33]1. Product: [F:1][C:2]1[CH:7]=[CH:6][CH:5]=[C:4]([F:8])[C:3]=1[N:9]1[C:13]2[N:14]=[C:15]([NH:31][CH:32]3[CH2:37][CH2:36][O:35][CH2:34][CH2:33]3)[N:16]=[CH:17][C:12]=2[CH:11]=[C:10]1[C:22]([C:24]1[CH:29]=[CH:28][C:27]([F:30])=[CH:26][CH:25]=1)=[O:23]. The catalyst class is: 60. (3) The catalyst class is: 1. Product: [C:7]1([C:13]2[N:18]=[CH:17][C:16]([CH2:19][OH:20])=[CH:15][CH:14]=2)[CH:12]=[CH:11][CH:10]=[CH:9][CH:8]=1. Reactant: [H-].[H-].[H-].[H-].[Li+].[Al+3].[C:7]1([C:13]2[N:18]=[CH:17][C:16]([C:19](O)=[O:20])=[CH:15][CH:14]=2)[CH:12]=[CH:11][CH:10]=[CH:9][CH:8]=1.O.[OH-].[K+].